This data is from Forward reaction prediction with 1.9M reactions from USPTO patents (1976-2016). The task is: Predict the product of the given reaction. (1) Given the reactants [CH3:1][C:2]1[CH:10]=[CH:9][CH:8]=[CH:7][C:3]=1[C:4]([OH:6])=O.[CH3:11][N:12]([CH3:17])[CH2:13][CH2:14][C:15]#[N:16], predict the reaction product. The product is: [CH3:11][N:12]([CH3:17])[CH2:13][CH2:14][C:15]1[NH:16][C:4](=[O:6])[C:3]2[C:2]([CH:1]=1)=[CH:10][CH:9]=[CH:8][CH:7]=2. (2) Given the reactants [CH:1]1([CH2:4][CH2:5][O:6][C:7]2[CH:32]=[CH:31][C:10]([C:11]([NH:13]/[C:14](/[C:25]([NH:27][CH2:28][CH2:29][OH:30])=[O:26])=[CH:15]\[C:16]3[CH:21]=[CH:20][C:19]([CH:22]4[CH2:24][CH2:23]4)=[CH:18][CH:17]=3)=[O:12])=[CH:9][CH:8]=2)[CH2:3][CH2:2]1, predict the reaction product. The product is: [CH:22]1([C:19]2[CH:20]=[CH:21][C:16]([CH2:15][CH:14]([NH:13][C:11](=[O:12])[C:10]3[CH:9]=[CH:8][C:7]([O:6][CH2:5][CH2:4][CH:1]4[CH2:2][CH2:3]4)=[CH:32][CH:31]=3)[C:25]([NH:27][CH2:28][CH2:29][OH:30])=[O:26])=[CH:17][CH:18]=2)[CH2:23][CH2:24]1. (3) Given the reactants Br[C:2]1[C:10]2[C:5](=[CH:6][CH:7]=[CH:8][CH:9]=2)[N:4]([CH3:11])[CH:3]=1.CCO[CH2:15][CH3:16].[NH4+].[Cl-], predict the reaction product. The product is: [CH3:11][N:4]1[C:5]2[C:10](=[CH:9][CH:8]=[CH:7][CH:6]=2)[C:2]([C:5]2[CH:10]=[CH:9][C:15]([CH3:16])=[CH:7][CH:6]=2)=[CH:3]1. (4) Given the reactants [C:1]([CH2:4][C:5]1[N:6]=[C:7]([S:10][C:11]([CH3:16])([CH3:15])[C:12]([OH:14])=[O:13])[S:8][CH:9]=1)([OH:3])=O.[CH3:17][NH:18][C:19]1[CH:24]=[CH:23][CH:22]=[CH:21][CH:20]=1, predict the reaction product. The product is: [CH3:15][C:11]([S:10][C:7]1[S:8][CH:9]=[C:5]([CH2:4][C:1]([N:18]([CH3:17])[C:19]2[CH:24]=[CH:23][CH:22]=[CH:21][CH:20]=2)=[O:3])[N:6]=1)([CH3:16])[C:12]([OH:14])=[O:13].